This data is from Peptide-MHC class I binding affinity with 185,985 pairs from IEDB/IMGT. The task is: Regression. Given a peptide amino acid sequence and an MHC pseudo amino acid sequence, predict their binding affinity value. This is MHC class I binding data. The peptide sequence is SSNAKNSEW. The MHC is SLA-20401 with pseudo-sequence SLA-20401. The binding affinity (normalized) is 0.0847.